This data is from Forward reaction prediction with 1.9M reactions from USPTO patents (1976-2016). The task is: Predict the product of the given reaction. (1) Given the reactants Br[C:2]1[N:3]=[C:4]([CH:15]2[CH2:20][CH2:19][O:18][CH2:17][CH2:16]2)[O:5][C:6]=1[S:7][C:8]1[CH:13]=[CH:12][C:11]([Cl:14])=[CH:10][CH:9]=1.[Li]CCCC.[C:26](=[O:28])=[O:27], predict the reaction product. The product is: [Cl:14][C:11]1[CH:12]=[CH:13][C:8]([S:7][C:6]2[O:5][C:4]([CH:15]3[CH2:20][CH2:19][O:18][CH2:17][CH2:16]3)=[N:3][C:2]=2[C:26]([OH:28])=[O:27])=[CH:9][CH:10]=1. (2) Given the reactants [Br:1][CH2:2][C:3]([C:5]1[CH:10]=[CH:9][CH:8]=[CH:7][CH:6]=1)=[O:4].[CH2:11]1[N:16]2[CH2:17][N:18]3[CH2:20][N:14]([CH2:15]2)[CH2:13][N:12]1[CH2:19]3, predict the reaction product. The product is: [Br-:1].[O:4]=[C:3]([C:5]1[CH:10]=[CH:9][CH:8]=[CH:7][CH:6]=1)[CH2:2][N+:12]12[CH2:13][N:14]3[CH2:20][N:18]([CH2:17][N:16]([CH2:15]3)[CH2:11]1)[CH2:19]2. (3) Given the reactants [Br:1][C:2]1[CH:7]=[C:6]([F:8])[CH:5]=[CH:4][C:3]=1[CH:9]1[C:14]([C:15]([O:17][CH2:18][CH3:19])=[O:16])=[C:13]([CH2:20][N:21]2[CH2:26][CH2:25][O:24][C@@H:23]([CH2:27][OH:28])[CH2:22]2)[NH:12][C:11]([C:29]2[N:33]=[CH:32][NH:31][N:30]=2)=[N:10]1.[C:34](O)(=[O:37])[CH2:35][CH3:36], predict the reaction product. The product is: [Br:1][C:2]1[CH:7]=[C:6]([F:8])[CH:5]=[CH:4][C:3]=1[CH:9]1[C:14]([C:15]([O:17][CH2:18][CH3:19])=[O:16])=[C:13]([CH2:20][N:21]2[CH2:26][CH2:25][O:24][C@@H:23]([CH2:27][O:28][C:34](=[O:37])[CH2:35][CH3:36])[CH2:22]2)[NH:12][C:11]([C:29]2[N:33]=[CH:32][NH:31][N:30]=2)=[N:10]1. (4) Given the reactants [CH:1]1([CH:4]([C:11]2[CH:16]=[C:15]([O:17][CH2:18][C:19]3[CH:20]=[N:21][C:22]([C:26]4[CH:31]=[C:30]([O:32][CH3:33])[CH:29]=[CH:28][C:27]=4[F:34])=[C:23]([OH:25])[CH:24]=3)[N:14]=[CH:13][N:12]=2)[CH2:5][C:6]([O:8][CH2:9][CH3:10])=[O:7])[CH2:3][CH2:2]1.Br[CH2:36][C:37]([CH3:40])([CH3:39])[CH3:38].C(=O)([O-])[O-].[Cs+].[Cs+].O, predict the reaction product. The product is: [CH:1]1([CH:4]([C:11]2[CH:16]=[C:15]([O:17][CH2:18][C:19]3[CH:20]=[N:21][C:22]([C:26]4[CH:31]=[C:30]([O:32][CH3:33])[CH:29]=[CH:28][C:27]=4[F:34])=[C:23]([O:25][CH2:36][C:37]([CH3:40])([CH3:39])[CH3:38])[CH:24]=3)[N:14]=[CH:13][N:12]=2)[CH2:5][C:6]([O:8][CH2:9][CH3:10])=[O:7])[CH2:3][CH2:2]1. (5) Given the reactants Br[C:2]1[S:10][C:9]2[C:8](=[O:11])[N:7]([CH:12]3[CH2:17][CH2:16][N:15]([C:18]([O:20][C:21]([CH3:24])([CH3:23])[CH3:22])=[O:19])[CH2:14][CH2:13]3)[C:6](=[O:25])[N:5]([CH2:26][C:27]3[CH:32]=[CH:31][C:30]([O:33][CH3:34])=[C:29]([F:35])[CH:28]=3)[C:4]=2[CH:3]=1.[F:36][C:37]1[CH:42]=[CH:41][C:40](B(O)O)=[C:39]([CH3:46])[CH:38]=1.C(=O)([O-])[O-].[Cs+].[Cs+], predict the reaction product. The product is: [F:35][C:29]1[CH:28]=[C:27]([CH:32]=[CH:31][C:30]=1[O:33][CH3:34])[CH2:26][N:5]1[C:4]2[CH:3]=[C:2]([C:40]3[CH:41]=[CH:42][C:37]([F:36])=[CH:38][C:39]=3[CH3:46])[S:10][C:9]=2[C:8](=[O:11])[N:7]([CH:12]2[CH2:13][CH2:14][N:15]([C:18]([O:20][C:21]([CH3:22])([CH3:24])[CH3:23])=[O:19])[CH2:16][CH2:17]2)[C:6]1=[O:25].